From a dataset of Forward reaction prediction with 1.9M reactions from USPTO patents (1976-2016). Predict the product of the given reaction. Given the reactants C(=O)([O-])[O-].[Cs+].[Cs+].[Cl:7][C:8]1[CH:9]=[C:10](F)[C:11]([C:14]#[N:15])=[N:12][CH:13]=1.CN1C(=O)CCC1.[C:24]([O:28][CH2:29][CH3:30])(=[O:27])[CH2:25][OH:26], predict the reaction product. The product is: [Cl:7][C:8]1[CH:9]=[C:10]([O:26][CH2:25][C:24]([O:28][CH2:29][CH3:30])=[O:27])[C:11]([C:14]#[N:15])=[N:12][CH:13]=1.